Dataset: Forward reaction prediction with 1.9M reactions from USPTO patents (1976-2016). Task: Predict the product of the given reaction. (1) Given the reactants [OH:1][CH:2]([CH2:8][C:9]1[CH:14]=[CH:13][C:12]([O:15][CH2:16][C:17]2[CH:22]=[CH:21][CH:20]=[CH:19][CH:18]=2)=[CH:11][CH:10]=1)[C:3]([O:5][CH2:6][CH3:7])=[O:4].[OH-].[K+].[CH2:25](I)[CH3:26], predict the reaction product. The product is: [CH2:25]([O:1][CH:2]([CH2:8][C:9]1[CH:14]=[CH:13][C:12]([O:15][CH2:16][C:17]2[CH:22]=[CH:21][CH:20]=[CH:19][CH:18]=2)=[CH:11][CH:10]=1)[C:3]([O:5][CH2:6][CH3:7])=[O:4])[CH3:26]. (2) Given the reactants [F:1][C:2]1[C:11](CC=C)=[C:10]2[C:5]([CH:6]=[CH:7][C:8]([O:15][CH3:16])=[N:9]2)=[N:4][CH:3]=1.[OH2:17].[C:18]([OH:22])(C)([CH3:20])[CH3:19], predict the reaction product. The product is: [F:1][C:2]1[CH:3]=[N:4][C:5]2[C:10]([C:11]=1[CH2:19][CH:18]([OH:22])[CH2:20][OH:17])=[N:9][C:8]([O:15][CH3:16])=[CH:7][CH:6]=2.